Dataset: M1 muscarinic receptor antagonist screen with 61,756 compounds. Task: Binary Classification. Given a drug SMILES string, predict its activity (active/inactive) in a high-throughput screening assay against a specified biological target. (1) The molecule is O(c1cc2c(n(c(c2C(OCC)=O)C)C)cc1)C(C)C(OC)=O. The result is 0 (inactive). (2) The molecule is s1c(CNc2ncnc3n(ncc23)c2ccc(OC)cc2)ccc1. The result is 0 (inactive). (3) The molecule is O(C(=O)c1nnn(c1CN1CCc2c(C1)cccc2)c1nonc1N)CC. The result is 0 (inactive). (4) The drug is o1c(nnc1c1ccc(N)cc1)c1cc(ccc1)C. The result is 0 (inactive).